This data is from Peptide-MHC class I binding affinity with 185,985 pairs from IEDB/IMGT. The task is: Regression. Given a peptide amino acid sequence and an MHC pseudo amino acid sequence, predict their binding affinity value. This is MHC class I binding data. (1) The peptide sequence is LLWAFAHRQ. The MHC is HLA-A02:06 with pseudo-sequence HLA-A02:06. The binding affinity (normalized) is 0.391. (2) The binding affinity (normalized) is 0.0724. The MHC is HLA-A03:01 with pseudo-sequence HLA-A03:01. The peptide sequence is KELYPLTSL. (3) The peptide sequence is LSTRGVQI. The MHC is Mamu-A01 with pseudo-sequence Mamu-A01. The binding affinity (normalized) is 0.385. (4) The peptide sequence is GTIVVRVQY. The MHC is HLA-A01:01 with pseudo-sequence HLA-A01:01. The binding affinity (normalized) is 0.370. (5) The peptide sequence is TAMAFHLTTR. The MHC is HLA-A33:01 with pseudo-sequence HLA-A33:01. The binding affinity (normalized) is 0.731. (6) The peptide sequence is FTWYGIAAL. The binding affinity (normalized) is 0.626. The MHC is HLA-A69:01 with pseudo-sequence HLA-A69:01. (7) The peptide sequence is RLSCAASGF. The MHC is HLA-A01:01 with pseudo-sequence HLA-A01:01. The binding affinity (normalized) is 0. (8) The peptide sequence is VSSHKGWAK. The MHC is HLA-A02:01 with pseudo-sequence HLA-A02:01. The binding affinity (normalized) is 0.0847. (9) The peptide sequence is TSTLQEQIAW. The MHC is HLA-B58:01 with pseudo-sequence HLA-B58:01. The binding affinity (normalized) is 0.641.